Dataset: Forward reaction prediction with 1.9M reactions from USPTO patents (1976-2016). Task: Predict the product of the given reaction. (1) Given the reactants Cl[C:2]1[N:10]=[C:9](Cl)[C:8]([F:12])=[CH:7][C:3]=1[C:4]([NH2:6])=[O:5].[F:13][C:14]1([F:27])[CH2:19][CH2:18][N:17]([C:20]2[CH:26]=[CH:25][C:23]([NH2:24])=[CH:22][CH:21]=2)[CH2:16][CH2:15]1.C([O:32][C:33](=[O:40])[NH:34][C@H:35]1[CH2:39][CH2:38][NH:37][CH2:36]1)(C)(C)C.[C:41]([OH:45])(=O)[CH:42]=[CH2:43], predict the reaction product. The product is: [CH:33]([OH:40])=[O:32].[C:41]([NH:34][C@H:35]1[CH2:39][CH2:38][N:37]([C:2]2[N:10]=[C:9]([NH:24][C:23]3[CH:25]=[CH:26][C:20]([N:17]4[CH2:18][CH2:19][C:14]([F:13])([F:27])[CH2:15][CH2:16]4)=[CH:21][CH:22]=3)[C:8]([F:12])=[CH:7][C:3]=2[C:4]([NH2:6])=[O:5])[CH2:36]1)(=[O:45])[CH:42]=[CH2:43]. (2) Given the reactants [NH2:1][C:2]1[CH:14]=[CH:13][C:5]([C:6]([O:8][C:9]([CH3:12])([CH3:11])[CH3:10])=[O:7])=[CH:4][CH:3]=1.C(N(CC)CC)C.[Cl-].ClC1N(C)CC[NH+]1C.[CH3:31][O:32][C:33]1[C:34](=[O:57])[C:35]([CH3:56])=[C:36]([CH2:42][C:43]2[CH:44]=[CH:45][C:46]([O:52][C:53](=[O:55])[CH3:54])=[C:47]([CH:51]=2)[C:48](O)=[O:49])[C:37](=[O:41])[C:38]=1[O:39][CH3:40], predict the reaction product. The product is: [CH3:31][O:32][C:33]1[C:34](=[O:57])[C:35]([CH3:56])=[C:36]([CH2:42][C:43]2[CH:44]=[CH:45][C:46]([O:52][C:53](=[O:55])[CH3:54])=[C:47]([CH:51]=2)[C:48]([NH:1][C:2]2[CH:14]=[CH:13][C:5]([C:6]([O:8][C:9]([CH3:10])([CH3:11])[CH3:12])=[O:7])=[CH:4][CH:3]=2)=[O:49])[C:37](=[O:41])[C:38]=1[O:39][CH3:40]. (3) Given the reactants [Cl:1][C:2]1[CH:7]=[C:6]([O:8][C:9]2[CH:14]=[C:13]([F:15])[C:12]([N+:16]([O-])=O)=[CH:11][C:10]=2[Cl:19])[CH:5]=[CH:4][N:3]=1.[Cl-].[NH4+], predict the reaction product. The product is: [Cl:19][C:10]1[C:9]([O:8][C:6]2[CH:5]=[CH:4][N:3]=[C:2]([Cl:1])[CH:7]=2)=[CH:14][C:13]([F:15])=[C:12]([NH2:16])[CH:11]=1. (4) Given the reactants [OH-].[Li+].[F:3][C:4]1[CH:5]=[C:6]([C:10]2[CH:15]=[CH:14][C:13]([C:16]([O:18]C)=[O:17])=[C:12]([N+:20]([O-:22])=[O:21])[CH:11]=2)[CH:7]=[CH:8][CH:9]=1.CO.O, predict the reaction product. The product is: [F:3][C:4]1[CH:5]=[C:6]([C:10]2[CH:15]=[CH:14][C:13]([C:16]([OH:18])=[O:17])=[C:12]([N+:20]([O-:22])=[O:21])[CH:11]=2)[CH:7]=[CH:8][CH:9]=1. (5) Given the reactants C(OC([N:8]1[CH2:11][CH:10]([N:12]2[CH2:21][CH2:20][C:19]3[C:14](=[CH:15][CH:16]=[C:17]([CH2:22][N:23]4[CH2:26][CH2:25][CH2:24]4)[CH:18]=3)[CH2:13]2)[CH2:9]1)=O)(C)(C)C.CO.[ClH:29], predict the reaction product. The product is: [ClH:29].[ClH:29].[ClH:29].[N:23]1([CH2:22][C:17]2[CH:18]=[C:19]3[C:14](=[CH:15][CH:16]=2)[CH2:13][N:12]([CH:10]2[CH2:9][NH:8][CH2:11]2)[CH2:21][CH2:20]3)[CH2:26][CH2:25][CH2:24]1. (6) Given the reactants CN(C(ON1N=NC2C=CC=NC1=2)=[N+](C)C)C.F[P-](F)(F)(F)(F)F.[F:25][C:26]1[NH:31][C:30](=[N:32][NH2:33])[CH:29]=[C:28]([C:34]2[CH:39]=[CH:38][N:37]=[C:36]([NH:40][C:41]3[N:42]([CH3:46])[N:43]=[CH:44][CH:45]=3)[N:35]=2)[CH:27]=1.[C:47]([O:51][C:52]([NH:54][C@H:55]([CH2:59][C:60]1[CH:65]=[CH:64][C:63]([Cl:66])=[CH:62][CH:61]=1)[C:56](O)=[O:57])=[O:53])([CH3:50])([CH3:49])[CH3:48], predict the reaction product. The product is: [Cl:66][C:63]1[CH:64]=[CH:65][C:60]([CH2:59][C@@H:55]([NH:54][C:52](=[O:53])[O:51][C:47]([CH3:49])([CH3:48])[CH3:50])[C:56]([NH:33][N:32]=[C:30]2[CH:29]=[C:28]([C:34]3[CH:39]=[CH:38][N:37]=[C:36]([NH:40][C:41]4[N:42]([CH3:46])[N:43]=[CH:44][CH:45]=4)[N:35]=3)[CH:27]=[C:26]([F:25])[NH:31]2)=[O:57])=[CH:61][CH:62]=1. (7) The product is: [C:26]([OH:38])(=[O:37])[CH2:27][C:28]([CH2:33][C:34]([OH:36])=[O:35])([C:30]([OH:32])=[O:31])[OH:29].[OH:1][C:2]1[NH:3][C:4]2[C:9]([C:10]=1[C:11]1[CH:16]=[CH:15][C:14]([CH2:17][N:18]3[CH2:19][CH2:20][O:21][CH2:22][CH2:23]3)=[CH:13][N:12]=1)=[CH:8][C:7]([C:24]#[N:25])=[CH:6][CH:5]=2. Given the reactants [OH:1][C:2]1[NH:3][C:4]2[C:9]([C:10]=1[C:11]1[CH:16]=[CH:15][C:14]([CH2:17][N:18]3[CH2:23][CH2:22][O:21][CH2:20][CH2:19]3)=[CH:13][N:12]=1)=[CH:8][C:7]([C:24]#[N:25])=[CH:6][CH:5]=2.[C:26]([OH:38])(=[O:37])[CH2:27][C:28]([CH2:33][C:34]([OH:36])=[O:35])([C:30]([OH:32])=[O:31])[OH:29].C, predict the reaction product. (8) Given the reactants [F:1][C:2]1[CH:3]=[CH:4][CH:5]=[C:6]2[C:10]=1[NH:9][C:8](=[O:11])[CH2:7]2.[Br:12]Br.[K+].[Br-], predict the reaction product. The product is: [Br:12][C:4]1[CH:5]=[C:6]2[C:10](=[C:2]([F:1])[CH:3]=1)[NH:9][C:8](=[O:11])[CH2:7]2.